Dataset: Catalyst prediction with 721,799 reactions and 888 catalyst types from USPTO. Task: Predict which catalyst facilitates the given reaction. (1) Reactant: [C:1]([O:5][C:6](=[O:25])[NH:7][C:8]1[CH:13]=[C:12]([CH:14]=[C:15]([CH:22]2[CH2:24][CH2:23]2)[C:16]2[CH:21]=[CH:20][CH:19]=[CH:18][CH:17]=2)[CH:11]=[CH:10][N:9]=1)([CH3:4])([CH3:3])[CH3:2].[H][H]. Product: [C:1]([O:5][C:6](=[O:25])[NH:7][C:8]1[CH:13]=[C:12]([CH2:14][CH:15]([CH:22]2[CH2:23][CH2:24]2)[C:16]2[CH:21]=[CH:20][CH:19]=[CH:18][CH:17]=2)[CH:11]=[CH:10][N:9]=1)([CH3:4])([CH3:2])[CH3:3]. The catalyst class is: 687. (2) Reactant: Cl[C:2]1[C:3]2[CH:10]=[CH:9][N:8]([S:11]([CH3:14])(=[O:13])=[O:12])[C:4]=2[N:5]=[CH:6][N:7]=1.C(O)(C)C.C(=O)(O)[O-].[Na+].[CH2:24]([N:31]1[CH2:36][CH2:35][C@@H:34]([CH3:37])[C@@H:33]([NH:38][CH3:39])[CH2:32]1)[C:25]1[CH:30]=[CH:29][CH:28]=[CH:27][CH:26]=1. Product: [CH2:24]([N:31]1[CH2:36][CH2:35][C@@H:34]([CH3:37])[C@@H:33]([N:38]([CH3:39])[C:2]2[C:3]3[CH:10]=[CH:9][N:8]([S:11]([CH3:14])(=[O:13])=[O:12])[C:4]=3[N:5]=[CH:6][N:7]=2)[CH2:32]1)[C:25]1[CH:26]=[CH:27][CH:28]=[CH:29][CH:30]=1. The catalyst class is: 6. (3) Reactant: [C:1](Cl)(=[O:8])[C:2]1[CH:7]=[CH:6][CH:5]=[CH:4][CH:3]=1.[F:10][C:11]1[CH:40]=[C:39]([F:41])[CH:38]=[CH:37][C:12]=1[CH2:13][O:14][C:15]1[CH:20]=[CH:19][CH:18]=[CH:17][C:16]=1[C:21]1[N:22]([C:27]2[CH:28]=[C:29]([S:33]([NH2:36])(=[O:35])=[O:34])[CH:30]=[CH:31][CH:32]=2)[C:23]([CH3:26])=[CH:24][CH:25]=1.C(N(CC)CC)C. Product: [F:10][C:11]1[CH:40]=[C:39]([F:41])[CH:38]=[CH:37][C:12]=1[CH2:13][O:14][C:15]1[CH:20]=[CH:19][CH:18]=[CH:17][C:16]=1[C:21]1[N:22]([C:27]2[CH:28]=[C:29]([S:33]([NH:36][C:1]([C:2]3[CH:7]=[CH:6][CH:5]=[CH:4][CH:3]=3)=[O:8])(=[O:35])=[O:34])[CH:30]=[CH:31][CH:32]=2)[C:23]([CH3:26])=[CH:24][CH:25]=1. The catalyst class is: 166. (4) Reactant: [Cl:1][CH2:2][C:3]1[C:4]([C:19](Cl)=[O:20])=[N:5][O:6][C:7]=1[C:8]1[CH:13]=[CH:12][C:11]([C:14]([F:17])([F:16])[F:15])=[C:10]([F:18])[CH:9]=1.[NH2:22][C@@H:23]1[CH2:28][CH2:27][CH2:26][C@H:25]([OH:29])[CH2:24]1.C(N(CC)CC)C.C(=O)(O)[O-].[Na+]. Product: [Cl:1][CH2:2][C:3]1[C:4]([C:19]([NH:22][C@@H:23]2[CH2:28][CH2:27][CH2:26][C@H:25]([OH:29])[CH2:24]2)=[O:20])=[N:5][O:6][C:7]=1[C:8]1[CH:13]=[CH:12][C:11]([C:14]([F:17])([F:16])[F:15])=[C:10]([F:18])[CH:9]=1. The catalyst class is: 2. (5) Reactant: [Cl:1][C:2]1[CH:7]=[CH:6][C:5]([OH:8])=[C:4]([I:9])[CH:3]=1.[Cl:10][C:11]1[CH:18]=[CH:17][C:14]([CH2:15]Br)=[C:13]([F:19])[CH:12]=1.C(=O)([O-])[O-].[K+].[K+]. Product: [Cl:1][C:2]1[CH:7]=[CH:6][C:5]([O:8][CH2:15][C:14]2[CH:17]=[CH:18][C:11]([Cl:10])=[CH:12][C:13]=2[F:19])=[C:4]([I:9])[CH:3]=1. The catalyst class is: 21. (6) Product: [CH2:14]([O:1][C:2]12[CH2:6][C:4]([NH:7][C:8](=[O:10])[CH3:9])([CH2:5]1)[CH2:3]2)[CH3:15]. Reactant: [OH:1][C:2]12[CH2:6][C:4]([NH:7][C:8](=[O:10])[CH3:9])([CH2:5]1)[CH2:3]2.[H-].[Na+].I[CH2:14][CH3:15]. The catalyst class is: 1. (7) The catalyst class is: 10. Reactant: [Cl:1][C:2]1[C:10]([OH:11])=[CH:9][C:8]([C:12]2[N:13]([C:28]([O:30][C:31]([CH3:34])([CH3:33])[CH3:32])=[O:29])[C:14]3[C:19]([CH:20]=2)=[CH:18][C:17]([CH2:21][N:22]2[CH2:27][CH2:26][CH2:25][CH2:24][CH2:23]2)=[CH:16][CH:15]=3)=[C:7]2[C:3]=1[CH2:4][NH:5][C:6]2=[O:35].C(=O)([O-])[O-].[Cs+].[Cs+].Cl.[N:43]1[CH:48]=[CH:47][CH:46]=[C:45]([CH2:49]Cl)[CH:44]=1.O. Product: [Cl:1][C:2]1[C:10]([O:11][CH2:49][C:45]2[CH:44]=[N:43][CH:48]=[CH:47][CH:46]=2)=[CH:9][C:8]([C:12]2[N:13]([C:28]([O:30][C:31]([CH3:32])([CH3:34])[CH3:33])=[O:29])[C:14]3[C:19]([CH:20]=2)=[CH:18][C:17]([CH2:21][N:22]2[CH2:27][CH2:26][CH2:25][CH2:24][CH2:23]2)=[CH:16][CH:15]=3)=[C:7]2[C:3]=1[CH2:4][NH:5][C:6]2=[O:35].